Predict the product of the given reaction. From a dataset of Forward reaction prediction with 1.9M reactions from USPTO patents (1976-2016). (1) Given the reactants [C:1]([O:5][CH2:6][C:7]1[CH:12]=[CH:11][CH:10]=[CH:9][CH:8]=1)(=[O:4])[NH:2][NH2:3].[CH:13]1([CH:19]=O)[CH2:18][CH2:17][CH2:16][CH2:15][CH2:14]1.C(O)(=O)C, predict the reaction product. The product is: [CH2:6]([O:5][C:1]([NH:2][N:3]=[CH:19][CH:13]1[CH2:18][CH2:17][CH2:16][CH2:15][CH2:14]1)=[O:4])[C:7]1[CH:12]=[CH:11][CH:10]=[CH:9][CH:8]=1. (2) Given the reactants [NH2:1][O:2][CH:3]1[CH2:8][CH2:7][CH2:6][CH2:5][O:4]1.C(N(CC)CC)C.[Br:16][CH2:17][CH2:18][CH2:19][CH2:20][CH2:21][CH2:22][C:23](Cl)=[O:24], predict the reaction product. The product is: [Br:16][CH2:17][CH2:18][CH2:19][CH2:20][CH2:21][CH2:22][C:23]([NH:1][O:2][CH:3]1[CH2:8][CH2:7][CH2:6][CH2:5][O:4]1)=[O:24].